This data is from Reaction yield outcomes from USPTO patents with 853,638 reactions. The task is: Predict the reaction yield, written as a fraction of the theoretical maximum amount of product (1.0 means a 100% yield; for example, 0.34 means a 34% yield). (1) The reactants are [CH3:1][O:2][CH2:3][CH2:4][O:5][CH2:6][C:7]([C:10]1[CH:15]=[CH:14][C:13]([N+:16]([O-])=O)=[CH:12][CH:11]=1)([CH3:9])[CH3:8]. The catalyst is CO.[Ni]. The product is [CH3:1][O:2][CH2:3][CH2:4][O:5][CH2:6][C:7]([C:10]1[CH:15]=[CH:14][C:13]([NH2:16])=[CH:12][CH:11]=1)([CH3:9])[CH3:8]. The yield is 0.770. (2) The reactants are [N:1]1([S:6]([C:9]2[CH:14]=[CH:13][C:12](B(O)O)=[CH:11][CH:10]=2)(=[O:8])=[O:7])[CH2:5][CH2:4][CH2:3][CH2:2]1.[NH2:18][C:19]1[C:20]([C:26]([O:28][CH3:29])=[O:27])=[N:21][C:22](Br)=[CH:23][N:24]=1. The catalyst is COCCOC.O.C1C=CC(P(C2C=CC=CC=2)[C-]2C=CC=C2)=CC=1.C1C=CC(P(C2C=CC=CC=2)[C-]2C=CC=C2)=CC=1.Cl[Pd]Cl.[Fe+2]. The product is [NH2:18][C:19]1[C:20]([C:26]([O:28][CH3:29])=[O:27])=[N:21][C:22]([C:12]2[CH:13]=[CH:14][C:9]([S:6]([N:1]3[CH2:5][CH2:4][CH2:3][CH2:2]3)(=[O:8])=[O:7])=[CH:10][CH:11]=2)=[CH:23][N:24]=1. The yield is 0.820. (3) The reactants are [BH4-].[Li+].[C:3]([O:7][C:8]([NH:10][C@@H:11]([CH2:16][CH2:17][C:18](OC)=[O:19])[C:12](OC)=[O:13])=[O:9])([CH3:6])([CH3:5])[CH3:4].CO. The catalyst is O1CCCC1. The product is [OH:13][CH2:12][C@@H:11]([NH:10][C:8](=[O:9])[O:7][C:3]([CH3:5])([CH3:4])[CH3:6])[CH2:16][CH2:17][CH2:18][OH:19]. The yield is 0.897. (4) The reactants are [OH:1][CH2:2][C:3]([F:9])([F:8])[S:4]([OH:7])(=[O:6])=[O:5].[Na].O.[Cl-].[C:13]1([S+:19]([C:26]2[CH:31]=[CH:30][CH:29]=[CH:28][CH:27]=2)[C:20]2[CH:25]=[CH:24][CH:23]=[CH:22][CH:21]=2)[CH:18]=[CH:17][CH:16]=[CH:15][CH:14]=1. The catalyst is C(Cl)(Cl)Cl. The product is [OH:1][CH2:2][C:3]([F:9])([F:8])[S:4]([O-:7])(=[O:6])=[O:5].[C:26]1([S+:19]([C:13]2[CH:14]=[CH:15][CH:16]=[CH:17][CH:18]=2)[C:20]2[CH:25]=[CH:24][CH:23]=[CH:22][CH:21]=2)[CH:27]=[CH:28][CH:29]=[CH:30][CH:31]=1. The yield is 0.970. (5) The reactants are [CH:1]([C:3]1[CH:18]=[CH:17][C:6]([O:7][C:8]2[N:9]=[CH:10][C:11]([C:14]([NH2:16])=[O:15])=[N:12][CH:13]=2)=[CH:5][CH:4]=1)=O.[O:19]1[CH2:24][CH2:23][CH:22]([CH2:25][CH2:26][NH2:27])[CH2:21][CH2:20]1.[BH4-].[Na+]. The catalyst is CO. The product is [O:19]1[CH2:24][CH2:23][CH:22]([CH2:25][CH2:26][NH:27][CH2:1][C:3]2[CH:18]=[CH:17][C:6]([O:7][C:8]3[N:9]=[CH:10][C:11]([C:14]([NH2:16])=[O:15])=[N:12][CH:13]=3)=[CH:5][CH:4]=2)[CH2:21][CH2:20]1. The yield is 0.372. (6) The catalyst is C(OCC)(=O)C. The reactants are [CH3:1][O:2][C:3]1[CH:11]=[C:10]([C:12]([F:15])([F:14])[F:13])[CH:9]=[C:8]([C:16]([F:19])([F:18])[F:17])[C:4]=1[C:5]([OH:7])=O.C(N(CC)CC)C.C(S(Cl)(=O)=O)CC.[CH3:34][C:35]([N:45]1[CH2:49][CH2:48][CH2:47][CH2:46]1)([CH3:44])[C@H:36]([NH2:43])[C:37]1[CH:42]=[CH:41][CH:40]=[CH:39][CH:38]=1. The product is [CH3:1][O:2][C:3]1[CH:11]=[C:10]([C:12]([F:14])([F:13])[F:15])[CH:9]=[C:8]([C:16]([F:18])([F:19])[F:17])[C:4]=1[C:5]([NH:43][CH:36]([C:37]1[CH:42]=[CH:41][CH:40]=[CH:39][CH:38]=1)[C:35]([CH3:44])([N:45]1[CH2:46][CH2:47][CH2:48][CH2:49]1)[CH3:34])=[O:7]. The yield is 0.740.